This data is from Forward reaction prediction with 1.9M reactions from USPTO patents (1976-2016). The task is: Predict the product of the given reaction. (1) Given the reactants C(NC(C)C)(C)C.C([Li])CCC.[F:13][C:14]1([F:21])[CH2:19][CH2:18][C:17](=[O:20])[CH2:16][CH2:15]1.Cl[Si:23]([CH3:26])([CH3:25])[CH3:24].C(N(CC)CC)C.C(=O)([O-])O.[Na+], predict the reaction product. The product is: [F:13][C:14]1([F:21])[CH2:19][CH2:18][C:17]([O:20][Si:23]([CH3:26])([CH3:25])[CH3:24])=[CH:16][CH2:15]1. (2) Given the reactants Cl.[F:2][C:3]1[CH:4]=[C:5]([CH:18]=[CH:19][C:20]=1[S:21]([CH3:24])(=[O:23])=[O:22])[CH2:6][O:7][CH2:8][C@@H:9]1[CH2:11][C@@H:10]1[CH:12]1[CH2:17][CH2:16][NH:15][CH2:14][CH2:13]1.C([O-])([O-])=O.[Cs+].[Cs+].Cl[C:32]1[N:37]=[CH:36][C:35]([O:38][CH2:39][CH3:40])=[CH:34][N:33]=1, predict the reaction product. The product is: [CH2:39]([O:38][C:35]1[CH:34]=[N:33][C:32]([N:15]2[CH2:14][CH2:13][CH:12]([C@H:10]3[CH2:11][C@H:9]3[CH2:8][O:7][CH2:6][C:5]3[CH:18]=[CH:19][C:20]([S:21]([CH3:24])(=[O:22])=[O:23])=[C:3]([F:2])[CH:4]=3)[CH2:17][CH2:16]2)=[N:37][CH:36]=1)[CH3:40]. (3) Given the reactants [N:1]1[CH:6]=[CH:5][CH:4]=[CH:3][C:2]=1[C:7]([NH:9][C:10]1[C:11]([C:21]([OH:23])=O)=[N:12][N:13]([CH:15]2[CH2:20][CH2:19][CH2:18][CH2:17][O:16]2)[CH:14]=1)=[O:8].[NH2:24][CH2:25][CH2:26][OH:27].CCN=C=NCCCN(C)C.C1C=CC2N(O)N=NC=2C=1.C(N(CC)CC)C.C(=O)([O-])O.[Na+], predict the reaction product. The product is: [OH:27][CH2:26][CH2:25][NH:24][C:21]([C:11]1[C:10]([NH:9][C:7]([C:2]2[CH:3]=[CH:4][CH:5]=[CH:6][N:1]=2)=[O:8])=[CH:14][N:13]([CH:15]2[CH2:20][CH2:19][CH2:18][CH2:17][O:16]2)[N:12]=1)=[O:23]. (4) The product is: [CH3:16][O:15][C:11]1[CH:12]=[C:13]2[C:8](=[CH:9][CH:10]=1)[N:7]([CH2:18][C:19]1[C:28]3[C:23](=[CH:24][CH:25]=[CH:26][CH:27]=3)[CH:22]=[CH:21][CH:20]=1)[C:6]([C:4]([OH:3])=[O:5])=[CH:14]2. Given the reactants C([O:3][C:4]([C:6]1[NH:7][C:8]2[C:13]([CH:14]=1)=[CH:12][C:11]([O:15][CH3:16])=[CH:10][CH:9]=2)=[O:5])C.Br[CH2:18][C:19]1[C:28]2[C:23](=[CH:24][CH:25]=[CH:26][CH:27]=2)[CH:22]=[CH:21][CH:20]=1, predict the reaction product. (5) Given the reactants [C:1]([O:5][C:6](=[O:33])[NH:7][C:8]1([C:12]2[CH:17]=[CH:16][C:15]([C:18]3[C:23]([C:24]4[CH:29]=[CH:28][CH:27]=[CH:26][CH:25]=4)=[CH:22][N:21]4[CH:30]=[CH:31][N:32]=[C:20]4[N:19]=3)=[CH:14][CH:13]=2)[CH2:11][CH2:10][CH2:9]1)([CH3:4])([CH3:3])[CH3:2].[Br:34]N1C(=O)CCC1=O, predict the reaction product. The product is: [C:1]([O:5][C:6](=[O:33])[NH:7][C:8]1([C:12]2[CH:13]=[CH:14][C:15]([C:18]3[C:23]([C:24]4[CH:29]=[CH:28][CH:27]=[CH:26][CH:25]=4)=[CH:22][N:21]4[C:30]([Br:34])=[CH:31][N:32]=[C:20]4[N:19]=3)=[CH:16][CH:17]=2)[CH2:11][CH2:10][CH2:9]1)([CH3:4])([CH3:2])[CH3:3].